Dataset: Reaction yield outcomes from USPTO patents with 853,638 reactions. Task: Predict the reaction yield, written as a fraction of the theoretical maximum amount of product (1.0 means a 100% yield; for example, 0.34 means a 34% yield). (1) The reactants are [Cl:1][C:2]1[N:3]=[CH:4][C:5]2[C:10]([C:11](O)=[O:12])=[C:9]([CH3:14])[N:8]([C@@H:15]([C:17]3[CH:22]=[CH:21][CH:20]=[CH:19][CH:18]=3)[CH3:16])[C:6]=2[N:7]=1.ON1C2C=CC=CC=2N=N1.Cl.C(C(N=C=NCCCN(C)C)C)C.C(N(CC)CC)C.[NH2:54][CH2:55][C:56]1[C:57]([OH:64])=[N:58][C:59]([CH3:63])=[CH:60][C:61]=1[CH3:62]. The catalyst is ClCCl. The product is [Cl:1][C:2]1[N:3]=[CH:4][C:5]2[C:10]([C:11]([NH:54][CH2:55][C:56]3[C:57]([OH:64])=[N:58][C:59]([CH3:63])=[CH:60][C:61]=3[CH3:62])=[O:12])=[C:9]([CH3:14])[N:8]([C@@H:15]([C:17]3[CH:18]=[CH:19][CH:20]=[CH:21][CH:22]=3)[CH3:16])[C:6]=2[N:7]=1. The yield is 0.700. (2) The reactants are [Br:1][C:2]1[CH:3]=[C:4]2[C:9](=[CH:10][CH:11]=1)[N:8]=[C:7]([NH:12][C:13](=[O:15])[CH3:14])[CH:6]=[C:5]2[OH:16].[CH2:17](I)[CH3:18].C(=O)([O-])[O-].[K+].[K+]. The catalyst is C(#N)C. The product is [Br:1][C:2]1[CH:3]=[C:4]2[C:9](=[CH:10][CH:11]=1)[N:8]=[C:7]([NH:12][C:13](=[O:15])[CH3:14])[CH:6]=[C:5]2[O:16][CH2:17][CH3:18]. The yield is 0.800.